From a dataset of Forward reaction prediction with 1.9M reactions from USPTO patents (1976-2016). Predict the product of the given reaction. (1) Given the reactants [CH2:1]([O:5][C:6]1[C:15]2[C:10](=[CH:11][CH:12]=[CH:13][CH:14]=2)[CH:9]=[CH:8][CH:7]=1)[CH:2]1[O:4][CH2:3]1.[C:16]1([OH:26])[C:25]2[C:20](=[CH:21][CH:22]=[CH:23][CH:24]=2)[CH:19]=[CH:18][CH:17]=1, predict the reaction product. The product is: [C:16]1([O:26][CH2:3][CH:2]([OH:4])[CH2:1][O:5][C:6]2[C:15]3[C:10](=[CH:11][CH:12]=[CH:13][CH:14]=3)[CH:9]=[CH:8][CH:7]=2)[C:25]2[C:20](=[CH:21][CH:22]=[CH:23][CH:24]=2)[CH:19]=[CH:18][CH:17]=1. (2) Given the reactants [CH3:1][O:2][C:3]1[CH:8]=[CH:7][C:6]([OH:9])=[CH:5][CH:4]=1.I[C:11]1[CH:16]=[CH:15][C:14]([CH3:17])=[CH:13][CH:12]=1.C(=O)([O-])[O-].[Cs+].[Cs+].Cl.CN(C)CC(O)=O, predict the reaction product. The product is: [CH3:1][O:2][C:3]1[CH:8]=[CH:7][C:6]([O:9][C:11]2[CH:16]=[CH:15][C:14]([CH3:17])=[CH:13][CH:12]=2)=[CH:5][CH:4]=1. (3) Given the reactants [Cl:1][C:2]1[C:10]([C:11]2[CH:15]3[CH2:16][CH2:17][O:18][CH:14]3[O:13][N:12]=2)=[C:9]([S:19]([CH3:22])(=[O:21])=[O:20])[CH:8]=[CH:7][C:3]=1[C:4]([O-:6])=[O:5].C(Cl)(=O)C(Cl)=O.[C:29]1(=O)[CH2:34][CH2:33][CH2:32][C:31](=[O:35])[CH2:30]1.C(N(CC)CC)C, predict the reaction product. The product is: [Cl:1][C:2]1[C:10]([C:11]2[CH:15]3[CH2:16][CH2:17][O:18][CH:14]3[O:13][N:12]=2)=[C:9]([S:19]([CH3:22])(=[O:21])=[O:20])[CH:8]=[CH:7][C:3]=1[C:4]([O:6][C:29]1[CH2:34][CH2:33][CH2:32][C:31](=[O:35])[CH:30]=1)=[O:5]. (4) Given the reactants C(O)(=O)CCCCCCCCCCCCC/C=C\CCCCCCCC.C1CCC(N=C=NC2CCCCC2)CC1.[OH:42][CH2:43][C@@H:44]([C@@H:46]([C@@H:48](CCCCCCCCCCCCCC)O)[OH:47])N.C([O:67][C:68](=[O:70])[CH3:69])(=O)C, predict the reaction product. The product is: [CH3:48][C:46]([CH2:44][C:43]([CH2:69][C:68]([OH:67])=[O:70])=[O:42])=[O:47]. (5) The product is: [C:1](=[O:38])([O:3][C:4]([CH3:36])([CH3:37])[CH2:5][C@@H:6]([CH2:17][C:18]([N:21]1[CH2:25][CH2:24][C@H:23]2[CH2:26][N:27]([C:29]([C:31]3([C:34]([NH2:35])=[O:42])[CH2:32][CH2:33]3)=[O:30])[CH2:28][C@@H:22]12)=[C:19]=[O:20])[CH2:7][C:8]1[CH:13]=[C:12]([F:14])[C:11]([F:15])=[CH:10][C:9]=1[F:16])[NH2:2]. Given the reactants [C:1](=[O:38])([O:3][C:4]([CH3:37])([CH3:36])[CH2:5][C@@H:6]([CH2:17][C:18]([N:21]1[CH2:25][CH2:24][C@H:23]2[CH2:26][N:27]([C:29]([C:31]3([C:34]#[N:35])[CH2:33][CH2:32]3)=[O:30])[CH2:28][C@@H:22]12)=[C:19]=[O:20])[CH2:7][C:8]1[CH:13]=[C:12]([F:14])[C:11]([F:15])=[CH:10][C:9]=1[F:16])[NH2:2].OO.C(=O)([O-])[O-:42].[K+].[K+].O, predict the reaction product. (6) Given the reactants [F:1][C:2]1[CH:9]=[C:8]([F:10])[CH:7]=[CH:6][C:3]=1[CH:4]=O.C([CH2:14][S:15]([CH2:18][S:19]([CH2:22][C:23](O)=O)(=[O:21])=[O:20])(=[O:17])=[O:16])(O)=O, predict the reaction product. The product is: [F:1][C:2]1[CH:9]=[C:8]([F:10])[CH:7]=[CH:6][C:3]=1/[CH:4]=[CH:14]/[S:15]([CH2:18][S:19](/[CH:22]=[CH:23]/[C:7]1[CH:6]=[CH:3][C:2]([F:1])=[CH:9][C:8]=1[F:10])(=[O:21])=[O:20])(=[O:17])=[O:16]. (7) Given the reactants [CH:1]1([C:4]2[N:8]=[C:7]([C:9]3[C:10]4[CH2:19][CH2:18][CH2:17][CH2:16][CH2:15][C:11]=4[S:12][C:13]=3[NH2:14])[O:6][N:5]=2)[CH2:3][CH2:2]1.[C:20]12[C:28](=[O:29])[O:27][C:25](=[O:26])[C:21]=1[CH2:22][CH2:23][CH2:24]2, predict the reaction product. The product is: [CH:1]1([C:4]2[N:8]=[C:7]([C:9]3[C:10]4[CH2:19][CH2:18][CH2:17][CH2:16][CH2:15][C:11]=4[S:12][C:13]=3[NH:14][C:28]([C:20]3[CH2:24][CH2:23][CH2:22][C:21]=3[C:25]([OH:27])=[O:26])=[O:29])[O:6][N:5]=2)[CH2:3][CH2:2]1. (8) Given the reactants P([O:13][CH2:14][CH2:15][N:16]([CH:51]1[CH2:55][CH2:54][CH2:53][CH2:52]1)[CH2:17][CH2:18][CH2:19][O:20][C:21]1[CH:30]=[C:29]2[C:24]([C:25]([NH:31][C:32]3[CH:36]=[C:35]([CH2:37][C:38]([NH:40][C:41]4[CH:46]=[CH:45][CH:44]=[C:43]([F:47])[C:42]=4[F:48])=[O:39])[NH:34][N:33]=3)=[N:26][CH:27]=[N:28]2)=[CH:23][C:22]=1[O:49][CH3:50])(OC(C)(C)C)(OC(C)(C)C)=O.C1(NCCO)CCCC1, predict the reaction product. The product is: [CH:51]1([N:16]([CH2:15][CH2:14][OH:13])[CH2:17][CH2:18][CH2:19][O:20][C:21]2[CH:30]=[C:29]3[C:24]([C:25]([NH:31][C:32]4[CH:36]=[C:35]([CH2:37][C:38]([NH:40][C:41]5[CH:46]=[CH:45][CH:44]=[C:43]([F:47])[C:42]=5[F:48])=[O:39])[NH:34][N:33]=4)=[N:26][CH:27]=[N:28]3)=[CH:23][C:22]=2[O:49][CH3:50])[CH2:55][CH2:54][CH2:53][CH2:52]1. (9) The product is: [NH2:1][C:4]1[CH:9]=[CH:8][C:7]([P:10](=[O:19])([O:11][CH:12]([CH3:14])[CH3:13])[O:15][CH:16]([CH3:18])[CH3:17])=[CH:6][CH:5]=1. Given the reactants [N+:1]([C:4]1[CH:9]=[CH:8][C:7]([P:10](=[O:19])([O:15][CH:16]([CH3:18])[CH3:17])[O:11][CH:12]([CH3:14])[CH3:13])=[CH:6][CH:5]=1)([O-])=O.[H][H], predict the reaction product. (10) Given the reactants [OH:1][CH2:2][CH2:3][N:4]1[CH2:9][CH2:8][NH:7][CH2:6][CH2:5]1.[N+:10]([C:13]1[CH:14]=[CH:15][C:16](F)=[C:17]([CH3:19])[CH:18]=1)([O-:12])=[O:11].C(N(CC)C(C)C)(C)C, predict the reaction product. The product is: [OH:1][CH2:2][CH2:3][N:4]1[CH2:9][CH2:8][N:7]([C:16]2[CH:15]=[CH:14][C:13]([N+:10]([O-:12])=[O:11])=[CH:18][C:17]=2[CH3:19])[CH2:6][CH2:5]1.